Predict which catalyst facilitates the given reaction. From a dataset of Catalyst prediction with 721,799 reactions and 888 catalyst types from USPTO. (1) Reactant: [CH3:1][S:2]([OH:5])(=[O:4])=[O:3].CC(O)C.[C:10](/[C:12](/[C:35]1[CH:40]=[CH:39][C:38]([O:41][CH3:42])=[C:37]([O:43][CH3:44])[CH:36]=1)=[CH:13]\[C:14]1[S:18][C:17]([N:19]2[CH2:24][CH2:23][CH:22]([O:25][C:26](=[O:34])[CH2:27][N:28]3[CH2:33][CH2:32][CH2:31][CH2:30][CH2:29]3)[CH2:21][CH2:20]2)=[CH:16][CH:15]=1)#[N:11]. Product: [CH3:1][S:2]([OH:5])(=[O:4])=[O:3].[C:10](/[C:12](/[C:35]1[CH:40]=[CH:39][C:38]([O:41][CH3:42])=[C:37]([O:43][CH3:44])[CH:36]=1)=[CH:13]\[C:14]1[S:18][C:17]([N:19]2[CH2:20][CH2:21][CH:22]([O:25][C:26](=[O:34])[CH2:27][N:28]3[CH2:33][CH2:32][CH2:31][CH2:30][CH2:29]3)[CH2:23][CH2:24]2)=[CH:16][CH:15]=1)#[N:11]. The catalyst class is: 5. (2) Reactant: [Br:1][C:2]1[CH:8]=[CH:7][C:5]([NH2:6])=[CH:4][CH:3]=1.[CH3:9][C:10]1[CH:18]=[CH:17][C:13]([C:14]([Cl:16])=O)=[CH:12][CH:11]=1.C(N(CC)CC)C. Product: [Br:1][C:2]1[CH:8]=[CH:7][C:5]([N:6]=[C:14]([Cl:16])[C:13]2[CH:17]=[CH:18][C:10]([CH3:9])=[CH:11][CH:12]=2)=[CH:4][CH:3]=1. The catalyst class is: 4. (3) Reactant: C([O:8][C:9]1[CH:14]=[CH:13][N:12]([C:15]2[CH:20]=[CH:19][C:18]([O:21][CH2:22][C:23]([OH:26])([CH3:25])[CH3:24])=[C:17]([O:27][CH3:28])[CH:16]=2)[C:11](=[O:29])[CH:10]=1)C1C=CC=CC=1. Product: [OH:8][C:9]1[CH:14]=[CH:13][N:12]([C:15]2[CH:20]=[CH:19][C:18]([O:21][CH2:22][C:23]([OH:26])([CH3:24])[CH3:25])=[C:17]([O:27][CH3:28])[CH:16]=2)[C:11](=[O:29])[CH:10]=1. The catalyst class is: 19. (4) Reactant: [C:1]([O:5][C:6]([N:8]1[CH2:11][CH:10]([C:12]([OH:14])=O)[CH2:9]1)=[O:7])([CH3:4])([CH3:3])[CH3:2].[CH3:15][C:16]1[CH:17]=[CH:18][C:19]([CH2:22][NH2:23])=[CH:20][CH:21]=1.CN(C(ON1N=NC2C=CC=CC1=2)=[N+](C)C)C.F[P-](F)(F)(F)(F)F.C(N(C(C)C)CC)(C)C. Product: [CH3:15][C:16]1[CH:21]=[CH:20][C:19]([CH2:22][NH:23][C:12]([CH:10]2[CH2:9][N:8]([C:6]([O:5][C:1]([CH3:2])([CH3:3])[CH3:4])=[O:7])[CH2:11]2)=[O:14])=[CH:18][CH:17]=1. The catalyst class is: 9. (5) Reactant: [Br-].[CH3:2][O:3][C:4]1[CH:29]=[CH:28][CH:27]=[CH:26][C:5]=1[CH2:6][P+](C1C=CC=CC=1)(C1C=CC=CC=1)C1C=CC=CC=1.[CH:30]([CH:32]([CH2:41][C:42]1[CH:47]=[CH:46][C:45]([C:48]([O:50][CH3:51])=[O:49])=[CH:44][CH:43]=1)[CH2:33][CH2:34][CH2:35][CH2:36][C:37]([O:39][CH3:40])=[O:38])=O.O. Product: [CH3:51][O:50][C:48]([C:45]1[CH:46]=[CH:47][C:42]([CH2:41][CH:32]([CH:30]=[CH:6][C:5]2[CH:26]=[CH:27][CH:28]=[CH:29][C:4]=2[O:3][CH3:2])[CH2:33][CH2:34][CH2:35][CH2:36][C:37]([O:39][CH3:40])=[O:38])=[CH:43][CH:44]=1)=[O:49]. The catalyst class is: 1. (6) Reactant: [Cl:1][C:2]1[N:7]=[N:6][CH:5]=[C:4]([NH:8][C@H:9]2[CH2:14][CH2:13][CH2:12][CH2:11][C@H:10]2[C:15]([OH:17])=O)[CH:3]=1.C1C=CC2N(O)N=NC=2C=1.C(Cl)CCl.Cl.[F:33][C:34]([F:38])([F:37])[CH2:35][NH2:36]. Product: [Cl:1][C:2]1[N:7]=[N:6][CH:5]=[C:4]([NH:8][C@H:9]2[CH2:14][CH2:13][CH2:12][CH2:11][C@H:10]2[C:15]([NH:36][CH2:35][C:34]([F:38])([F:37])[F:33])=[O:17])[CH:3]=1. The catalyst class is: 4.